From a dataset of Full USPTO retrosynthesis dataset with 1.9M reactions from patents (1976-2016). Predict the reactants needed to synthesize the given product. (1) Given the product [F:35][C:26]1[CH:27]=[CH:28][CH:29]=[C:30]([C:31]([F:34])([F:32])[F:33])[C:25]=1[NH:24][C:21]1[CH:20]=[CH:19][C:18]([CH:16]([NH:15][C:12]([C:9]2([NH:8][C:6](=[O:7])[O:5][C:1]([CH3:2])([CH3:3])[CH3:4])[CH2:10][CH2:11]2)=[O:14])[CH3:17])=[N:23][CH:22]=1, predict the reactants needed to synthesize it. The reactants are: [C:1]([O:5][C:6]([NH:8][C:9]1([C:12]([OH:14])=O)[CH2:11][CH2:10]1)=[O:7])([CH3:4])([CH3:3])[CH3:2].[NH2:15][CH:16]([C:18]1[N:23]=[CH:22][C:21]([NH:24][C:25]2[C:30]([C:31]([F:34])([F:33])[F:32])=[CH:29][CH:28]=[CH:27][C:26]=2[F:35])=[CH:20][CH:19]=1)[CH3:17]. (2) Given the product [OH:19][C:16]1([C:20]([F:21])([F:22])[F:23])[CH2:17][CH2:18][CH:13]([CH:12]=[O:11])[CH2:14][CH2:15]1, predict the reactants needed to synthesize it. The reactants are: C(Cl)(C(Cl)=O)=O.CS(C)=O.[OH:11][CH2:12][CH:13]1[CH2:18][CH2:17][C:16]([C:20]([F:23])([F:22])[F:21])([OH:19])[CH2:15][CH2:14]1.CCN(CC)CC. (3) Given the product [CH2:8]([O:10][C:11]1[C:12]([N+:17]([O-:19])=[O:18])=[CH:13][N:14]=[C:15]([OH:6])[CH:16]=1)[CH3:9], predict the reactants needed to synthesize it. The reactants are: N.CC([O-:6])(C)C.[K+].[CH2:8]([O:10][C:11]1[CH:16]=[CH:15][N:14]=[CH:13][C:12]=1[N+:17]([O-:19])=[O:18])[CH3:9].C(OO)(C)(C)C.C(OO)(C)(C)C.C1COCC1. (4) The reactants are: Br[C:2]1[CH:7]=[CH:6][N:5]=[C:4]2[N:8]([S:23]([C:26]3[CH:31]=[CH:30][CH:29]=[CH:28][CH:27]=3)(=[O:25])=[O:24])[C:9]([C:11]3[CH:16]=[CH:15][CH:14]=[C:13]([N:17]4[CH2:22][CH2:21][O:20][CH2:19][CH2:18]4)[CH:12]=3)=[CH:10][C:3]=12.Br[C:33]1[C:34]([C:40]2[CH:45]=[CH:44][C:43]([NH:46][C:47](=[O:51])[N:48]([CH3:50])[CH3:49])=[CH:42][CH:41]=2)=[N:35][N:36]([CH2:38][CH3:39])[CH:37]=1. Given the product [CH2:38]([N:36]1[CH:37]=[C:33]([C:2]2[CH:7]=[CH:6][N:5]=[C:4]3[N:8]([S:23]([C:26]4[CH:31]=[CH:30][CH:29]=[CH:28][CH:27]=4)(=[O:25])=[O:24])[C:9]([C:11]4[CH:16]=[CH:15][CH:14]=[C:13]([N:17]5[CH2:18][CH2:19][O:20][CH2:21][CH2:22]5)[CH:12]=4)=[CH:10][C:3]=23)[C:34]([C:40]2[CH:45]=[CH:44][C:43]([NH:46][C:47](=[O:51])[N:48]([CH3:50])[CH3:49])=[CH:42][CH:41]=2)=[N:35]1)[CH3:39], predict the reactants needed to synthesize it. (5) Given the product [CH2:12]([O:19][N:20]=[C:9]([C:3]1[C:4]([CH3:8])=[N:5][N:6]([CH3:7])[C:2]=1[OH:1])[CH3:10])[C:13]1[CH:18]=[CH:17][CH:16]=[CH:15][CH:14]=1, predict the reactants needed to synthesize it. The reactants are: [OH:1][C:2]1[N:6]([CH3:7])[N:5]=[C:4]([CH3:8])[C:3]=1[C:9](=O)[CH3:10].[CH2:12]([O:19][NH2:20])[C:13]1[CH:18]=[CH:17][CH:16]=[CH:15][CH:14]=1. (6) Given the product [CH2:1]([C:8]1[CH:17]=[C:16]2[C:11]([C:12]([OH:33])=[C:13]([C:28]([NH:38][CH2:37][CH2:36][O:35][CH3:34])=[O:29])[C:14](=[O:27])[N:15]2[CH2:18][C:19]([N:21]2[CH2:26][CH2:25][O:24][CH2:23][CH2:22]2)=[O:20])=[N:10][CH:9]=1)[C:2]1[CH:3]=[CH:4][CH:5]=[CH:6][CH:7]=1, predict the reactants needed to synthesize it. The reactants are: [CH2:1]([C:8]1[CH:17]=[C:16]2[C:11]([C:12]([OH:33])=[C:13]([C:28](OCC)=[O:29])[C:14](=[O:27])[N:15]2[CH2:18][C:19]([N:21]2[CH2:26][CH2:25][O:24][CH2:23][CH2:22]2)=[O:20])=[N:10][CH:9]=1)[C:2]1[CH:7]=[CH:6][CH:5]=[CH:4][CH:3]=1.[CH3:34][O:35][CH2:36][CH2:37][NH2:38]. (7) Given the product [Br:1][C:2]1[C:3]([C:13]#[N:14])=[N:4][CH:5]=[C:6]([Br:8])[CH:7]=1, predict the reactants needed to synthesize it. The reactants are: [Br:1][C:2]1[CH:3]=[N:4][CH:5]=[C:6]([Br:8])[CH:7]=1.OO.BrC1[CH:13]=[N+:14]([O-])C=C(Br)C=1.C(N(CC)CC)C.C[Si](C#N)(C)C.